Dataset: Catalyst prediction with 721,799 reactions and 888 catalyst types from USPTO. Task: Predict which catalyst facilitates the given reaction. (1) Reactant: [C:1]1([C@@H:7]2[CH2:9][C@H:8]2[NH2:10])[CH:6]=[CH:5][CH:4]=[CH:3][CH:2]=1.[C:11]([CH2:13][C:14]1([N:25]2[CH2:30][CH2:29][C:28](=O)[CH2:27][CH2:26]2)[CH2:17][N:16]([C:18]([O:20][C:21]([CH3:24])([CH3:23])[CH3:22])=[O:19])[CH2:15]1)#[N:12].C(O)(=O)C.C(O[BH-](OC(=O)C)OC(=O)C)(=O)C.[Na+]. Product: [C:11]([CH2:13][C:14]1([N:25]2[CH2:26][CH2:27][CH:28]([NH:10][C@@H:8]3[CH2:9][C@H:7]3[C:1]3[CH:6]=[CH:5][CH:4]=[CH:3][CH:2]=3)[CH2:29][CH2:30]2)[CH2:15][N:16]([C:18]([O:20][C:21]([CH3:24])([CH3:23])[CH3:22])=[O:19])[CH2:17]1)#[N:12]. The catalyst class is: 2. (2) Reactant: [CH3:1][C:2]1([C:8]([O:10][C:11]([CH3:14])([CH3:13])[CH3:12])=[O:9])SCCCS1.O.C(=O)(O)[O-:17].[Na+]. Product: [O:17]=[C:2]([CH3:1])[C:8]([O:10][C:11]([CH3:14])([CH3:13])[CH3:12])=[O:9]. The catalyst class is: 21. (3) Reactant: [Br:1][C:2]1[CH:7]=[CH:6][CH:5]=[C:4]([Br:8])[C:3]=1[CH3:9].[Br:10]N1C(=O)CCC1=O.N(C(C)(C)C#N)=NC(C)(C)C#N. Product: [Br:1][C:2]1[CH:7]=[CH:6][CH:5]=[C:4]([Br:8])[C:3]=1[CH2:9][Br:10]. The catalyst class is: 53. (4) Reactant: F[C:2](F)(F)[C:3]([OH:5])=[O:4].F[C:9](F)(F)[C:10](O)=O.F[C:16](F)(F)[C:17](O)=O.[F:22][CH:23]([F:63])[C:24]1[CH:29]=[CH:28][N:27]=[C:26]([NH:30][C:31]2[N:36]=[C:35]([C:37]3[CH:38]=[N:39][C:40]([C@@:43]([C@H:46]4[CH2:51][CH2:50][C@H](C(O[C@H]5CC[C@H](N)CC5)=O)[CH2:48][CH2:47]4)([OH:45])[CH3:44])=[CH:41][CH:42]=3)[CH:34]=[C:33]([CH3:62])[CH:32]=2)[CH:25]=1.C=O.[CH2:66]([N:68]([CH2:71][CH3:72])[CH2:69]C)C.C([BH3-])#N.[Na+]. Product: [F:22][CH:23]([F:63])[C:24]1[CH:29]=[CH:28][N:27]=[C:26]([NH:30][C:31]2[N:36]=[C:35]([C:37]3[CH:38]=[N:39][C:40]([C@@:43]([C@H:46]4[CH2:47][CH2:48][C@H:2]([C:3]([O:5][C@H:10]5[CH2:9][CH2:72][C@H:71]([N:68]([CH3:66])[CH3:69])[CH2:17][CH2:16]5)=[O:4])[CH2:50][CH2:51]4)([OH:45])[CH3:44])=[CH:41][CH:42]=3)[CH:34]=[C:33]([CH3:62])[CH:32]=2)[CH:25]=1. The catalyst class is: 125. (5) Reactant: [CH:1]1([CH2:5][NH:6][CH3:7])[CH2:4][CH2:3][CH2:2]1.[Cl:8][C:9]1[CH:10]=[C:11]([NH:15][C:16]2[N:21]=[C:20]([C:22]([F:25])([F:24])[F:23])[C:19]([C:26](O)=[O:27])=[CH:18][N:17]=2)[CH:12]=[CH:13][CH:14]=1.C(N(CC)C(C)C)(C)C.O.ON1C2C=CC=CC=2N=N1.Cl.CN(C)CCCN=C=NCC. Product: [CH:1]1([CH2:5][N:6]([CH3:7])[C:26]([C:19]2[C:20]([C:22]([F:24])([F:25])[F:23])=[N:21][C:16]([NH:15][C:11]3[CH:12]=[CH:13][CH:14]=[C:9]([Cl:8])[CH:10]=3)=[N:17][CH:18]=2)=[O:27])[CH2:4][CH2:3][CH2:2]1. The catalyst class is: 9.